From a dataset of Forward reaction prediction with 1.9M reactions from USPTO patents (1976-2016). Predict the product of the given reaction. (1) Given the reactants [OH-].[Na+].CC(O)(C)[C:5]#[C:6][C:7]1[CH:12]=[CH:11][C:10]([F:13])=[C:9]([F:14])[C:8]=1[F:15], predict the reaction product. The product is: [C:6]([C:7]1[CH:12]=[CH:11][C:10]([F:13])=[C:9]([F:14])[C:8]=1[F:15])#[CH:5]. (2) Given the reactants [Cl:1][C:2]1[CH:7]=[C:6]([Cl:8])[C:5]([NH:9][C:10]2[C:15]([F:16])=[CH:14][C:13]([F:17])=[CH:12][C:11]=2[Cl:18])=[CH:4][C:3]=1[C:19](=[O:26])[CH2:20][C:21]([O:23][CH2:24][CH3:25])=[O:22].CO[CH:29](OC)[N:30]([CH3:32])[CH3:31], predict the reaction product. The product is: [Cl:1][C:2]1[CH:7]=[C:6]([Cl:8])[C:5]([NH:9][C:10]2[C:15]([F:16])=[CH:14][C:13]([F:17])=[CH:12][C:11]=2[Cl:18])=[CH:4][C:3]=1[C:19]([C:20](=[CH:29][N:30]([CH3:32])[CH3:31])[C:21]([O:23][CH2:24][CH3:25])=[O:22])=[O:26]. (3) The product is: [F:1][C:2]1[CH:3]=[CH:4][C:5]([O:8][CH2:9][CH:10]2[CH2:15][CH:14]3[N:16]([C:17]([C:19]4[CH:20]=[C:21]([CH2:22][OH:23])[CH:26]=[CH:27][C:28]=4[N:29]4[N:33]=[CH:32][CH:31]=[N:30]4)=[O:18])[CH:11]2[CH2:12][CH2:13]3)=[N:6][CH:7]=1. Given the reactants [F:1][C:2]1[CH:3]=[CH:4][C:5]([O:8][CH2:9][CH:10]2[CH2:15][CH:14]3[N:16]([C:17]([C:19]4[CH:20]=[C:21]([CH:26]=[CH:27][C:28]=4[N:29]4[N:33]=[CH:32][CH:31]=[N:30]4)[C:22](OC)=[O:23])=[O:18])[CH:11]2[CH2:12][CH2:13]3)=[N:6][CH:7]=1.C1COCC1.[BH4-].[Na+], predict the reaction product. (4) Given the reactants [N+:1]([C:4]1[CH:12]=[C:11]2[C:7]([CH:8]=[CH:9][NH:10]2)=[CH:6][CH:5]=1)([O-:3])=[O:2].[H-].[Na+].I[CH2:16][CH3:17].O, predict the reaction product. The product is: [CH2:16]([N:10]1[C:11]2[C:7](=[CH:6][CH:5]=[C:4]([N+:1]([O-:3])=[O:2])[CH:12]=2)[CH:8]=[CH:9]1)[CH3:17]. (5) Given the reactants [CH3:1][O:2][CH2:3][CH2:4][N:5]1[CH2:10][CH2:9][CH:8]([NH2:11])[CH2:7][CH2:6]1.[CH2:12]([O:14][C:15](=[O:34])[CH:16]([C:24]1[C:29]([N+:30]([O-:32])=[O:31])=[CH:28][N:27]=[C:26](Cl)[N:25]=1)[C:17]([O:19][C:20]([CH3:23])([CH3:22])[CH3:21])=[O:18])[CH3:13].C(OC(C)(C)C)(=O)CC(OCC)=O, predict the reaction product. The product is: [CH2:12]([O:14][C:15](=[O:34])[CH:16]([C:24]1[C:29]([N+:30]([O-:32])=[O:31])=[CH:28][N:27]=[C:26]([NH:11][CH:8]2[CH2:7][CH2:6][N:5]([CH2:4][CH2:3][O:2][CH3:1])[CH2:10][CH2:9]2)[N:25]=1)[C:17]([O:19][C:20]([CH3:23])([CH3:22])[CH3:21])=[O:18])[CH3:13].